From a dataset of Catalyst prediction with 721,799 reactions and 888 catalyst types from USPTO. Predict which catalyst facilitates the given reaction. (1) Reactant: [OH:1][C:2]1[C:7]([CH3:8])=[CH:6][C:5]([NH:9][C:10](=[O:12])[CH3:11])=[C:4]([CH3:13])[CH:3]=1.Cl.Cl[CH2:16][CH2:17][N:18]1[CH2:23][CH2:22][O:21][CH2:20][CH2:19]1.[OH-].[Na+]. Product: [CH3:13][C:4]1[CH:3]=[C:2]([O:1][CH2:16][CH2:17][N:18]2[CH2:23][CH2:22][O:21][CH2:20][CH2:19]2)[C:7]([CH3:8])=[CH:6][C:5]=1[NH:9][C:10](=[O:12])[CH3:11]. The catalyst class is: 12. (2) Product: [C:1]([O:5][C:6](=[O:16])[NH:7][C:8]1[N:13]=[C:12]([CH2:14][F:23])[CH:11]=[CH:10][N:9]=1)([CH3:4])([CH3:3])[CH3:2]. Reactant: [C:1]([O:5][C:6](=[O:16])[NH:7][C:8]1[N:13]=[C:12]([CH2:14]O)[CH:11]=[CH:10][N:9]=1)([CH3:4])([CH3:3])[CH3:2].CCN(S(F)(F)[F:23])CC. The catalyst class is: 2. (3) Reactant: [OH:1][C:2]1[C:11]2[O:10][CH2:9][CH2:8][O:7][C:6]=2[CH:5]=[CH:4][C:3]=1[C:12](=[O:14])[CH3:13].[C:15]([O-])([O-])=O.[K+].[K+].CI. Product: [CH3:15][O:1][C:2]1[C:11]2[O:10][CH2:9][CH2:8][O:7][C:6]=2[CH:5]=[CH:4][C:3]=1[C:12](=[O:14])[CH3:13]. The catalyst class is: 6. (4) Reactant: [OH-:1].[Na+].Cl[C:4]1[NH:5][C:6]([Cl:13])=[CH:7][C:8]2[C:9]=1[NH:10][CH2:11][N:12]=2. Product: [Cl:13][C:6]1[NH:5][C:4](=[O:1])[C:9]2[NH:10][CH:11]=[N:12][C:8]=2[CH:7]=1. The catalyst class is: 6. (5) Reactant: [OH:1][CH2:2][C:3]1[CH:8]=[CH:7][C:6]([N:9]=[N:10][C:11]2[CH:16]=[CH:15][CH:14]=[CH:13][CH:12]=2)=[CH:5][CH:4]=1.C(N(C(C)C)CC)(C)C.[C:26](Cl)(=[O:30])[C:27]([CH3:29])=[CH2:28].Cl. Product: [C:26]([O:1][CH2:2][C:3]1[CH:4]=[CH:5][C:6]([N:9]=[N:10][C:11]2[CH:12]=[CH:13][CH:14]=[CH:15][CH:16]=2)=[CH:7][CH:8]=1)(=[O:30])[C:27]([CH3:29])=[CH2:28]. The catalyst class is: 172. (6) The catalyst class is: 19. Product: [CH2:1]([O:3][C:4]([N:6]1[CH2:11][CH2:10][CH:9]([NH:12][C:13]2[CH:18]=[CH:17][CH:16]=[CH:15][C:14]=2[NH2:19])[CH2:8][CH2:7]1)=[O:5])[CH3:2]. Reactant: [CH2:1]([O:3][C:4]([N:6]1[CH2:11][CH2:10][CH:9]([NH:12][C:13]2[CH:18]=[CH:17][CH:16]=[CH:15][C:14]=2[N+:19]([O-])=O)[CH2:8][CH2:7]1)=[O:5])[CH3:2]. (7) Reactant: [NH2:1][C:2]1[CH:7]=[CH:6][C:5]([C:8]2[C:9]3[CH:18]=[CH:17][N:16]([S:19]([C:22]4[CH:27]=[CH:26][C:25]([CH3:28])=[CH:24][CH:23]=4)(=[O:21])=[O:20])[C:10]=3[C:11](=[O:15])[N:12]([CH3:14])[CH:13]=2)=[C:4]([O:29][C:30]2[CH:35]=[CH:34][C:33]([F:36])=[CH:32][C:31]=2[F:37])[C:3]=1[N+:38]([O-:40])=[O:39].C(N(CC)CC)C.[F:48][C:49]([F:60])([F:59])[C:50](O[C:50](=[O:51])[C:49]([F:60])([F:59])[F:48])=[O:51]. Product: [F:37][C:31]1[CH:32]=[C:33]([F:36])[CH:34]=[CH:35][C:30]=1[O:29][C:4]1[C:3]([N+:38]([O-:40])=[O:39])=[C:2]([NH:1][C:50](=[O:51])[C:49]([F:60])([F:59])[F:48])[CH:7]=[CH:6][C:5]=1[C:8]1[C:9]2[CH:18]=[CH:17][N:16]([S:19]([C:22]3[CH:27]=[CH:26][C:25]([CH3:28])=[CH:24][CH:23]=3)(=[O:20])=[O:21])[C:10]=2[C:11](=[O:15])[N:12]([CH3:14])[CH:13]=1. The catalyst class is: 448. (8) Reactant: C([O:8][C:9]1[CH:17]=[CH:16][CH:15]=[C:14]2[C:10]=1[CH:11]=[CH:12][NH:13]2)C1C=CC=CC=1.[H-].[Na+].[CH:20]([Si:23](Cl)([CH:27]([CH3:29])[CH3:28])[CH:24]([CH3:26])[CH3:25])([CH3:22])[CH3:21]. Product: [CH:20]([Si:23]([CH:27]([CH3:29])[CH3:28])([CH:24]([CH3:26])[CH3:25])[N:13]1[C:14]2[CH:15]=[CH:16][CH:17]=[C:9]([OH:8])[C:10]=2[CH:11]=[CH:12]1)([CH3:22])[CH3:21]. The catalyst class is: 1. (9) Reactant: C1C2C(COC([NH:18][C@@H:19]([CH2:79][CH2:80][CH2:81][NH:82][C:83]([NH2:85])=[O:84])[C:20]([NH:22][C:23]3[CH:78]=[CH:77][C:26]([CH2:27][O:28][C:29]4[C:30]5[CH:76]=[CH:75][CH:74]=[CH:73][C:31]=5[C:32]5[C@H:33]([CH2:71][Cl:72])[CH2:34][N:35]([C:38](=[O:70])[CH2:39][CH2:40][CH2:41][CH2:42][CH2:43][O:44][C:45]6[C:46]([O:68][CH3:69])=[CH:47][C:48]7[C:54](=[O:55])[N:53]8[CH2:56][CH2:57][CH2:58][CH:52]8[C@H:51]([OH:59])[N:50]([C:60]([O:62][C:63]([CH3:66])([CH3:65])[CH3:64])=[O:61])[C:49]=7[CH:67]=6)[C:36]=5[CH:37]=4)=[CH:25][CH:24]=3)=[O:21])=O)C3C(=CC=CC=3)C=2C=CC=1.N1CCCCC1. Product: [NH2:18][C@@H:19]([CH2:79][CH2:80][CH2:81][NH:82][C:83]([NH2:85])=[O:84])[C:20]([NH:22][C:23]1[CH:78]=[CH:77][C:26]([CH2:27][O:28][C:29]2[C:30]3[CH:76]=[CH:75][CH:74]=[CH:73][C:31]=3[C:32]3[C@H:33]([CH2:71][Cl:72])[CH2:34][N:35]([C:38](=[O:70])[CH2:39][CH2:40][CH2:41][CH2:42][CH2:43][O:44][C:45]4[C:46]([O:68][CH3:69])=[CH:47][C:48]5[C:54](=[O:55])[N:53]6[CH2:56][CH2:57][CH2:58][CH:52]6[C@H:51]([OH:59])[N:50]([C:60]([O:62][C:63]([CH3:66])([CH3:65])[CH3:64])=[O:61])[C:49]=5[CH:67]=4)[C:36]=3[CH:37]=2)=[CH:25][CH:24]=1)=[O:21]. The catalyst class is: 44.